The task is: Predict the reactants needed to synthesize the given product.. This data is from Full USPTO retrosynthesis dataset with 1.9M reactions from patents (1976-2016). (1) Given the product [CH2:1]([O:3][C:4](=[O:35])[CH2:5][C:6]1[CH:7]=[C:8]([C:14]2[CH:19]=[CH:18][C:17]([NH:20][S:37]([CH3:36])(=[O:39])=[O:38])=[CH:16][C:15]=2[CH2:21][N:22]([C:25]([O:27][CH2:28][C:29]2[CH:34]=[CH:33][CH:32]=[CH:31][CH:30]=2)=[O:26])[CH2:23][CH3:24])[C:9]([O:12][CH3:13])=[CH:10][CH:11]=1)[CH3:2], predict the reactants needed to synthesize it. The reactants are: [CH2:1]([O:3][C:4](=[O:35])[CH2:5][C:6]1[CH:7]=[C:8]([C:14]2[CH:19]=[CH:18][C:17]([NH2:20])=[CH:16][C:15]=2[CH2:21][N:22]([C:25]([O:27][CH2:28][C:29]2[CH:34]=[CH:33][CH:32]=[CH:31][CH:30]=2)=[O:26])[CH2:23][CH3:24])[C:9]([O:12][CH3:13])=[CH:10][CH:11]=1)[CH3:2].[CH3:36][S:37](Cl)(=[O:39])=[O:38].C(N(CC)CC)C. (2) Given the product [Cl:1][C:2]1[CH:3]=[C:4]2[C:9](=[CH:10][C:11]=1[O:12][C:13]1[CH:14]=[CH:15][C:16]([C:19](=[O:36])[NH:20][CH2:21][CH2:22][C:23]3[C:24]([CH:33]4[CH2:34][CH2:35]4)=[N:25][C:26]([C:29]([F:30])([F:32])[F:31])=[CH:27][CH:28]=3)=[CH:17][CH:18]=1)[O:8][CH2:7][CH2:6][CH:5]2[C:37]([OH:39])=[O:38], predict the reactants needed to synthesize it. The reactants are: [Cl:1][C:2]1[CH:3]=[C:4]2[C:9](=[CH:10][C:11]=1[O:12][C:13]1[CH:18]=[CH:17][C:16]([C:19](=[O:36])[NH:20][CH2:21][CH2:22][C:23]3[C:24]([CH:33]4[CH2:35][CH2:34]4)=[N:25][C:26]([C:29]([F:32])([F:31])[F:30])=[CH:27][CH:28]=3)=[CH:15][CH:14]=1)[O:8][CH2:7][CH2:6][CH:5]2[C:37]([O:39]CC)=[O:38].[OH-].[Na+].C(O)C.